This data is from Full USPTO retrosynthesis dataset with 1.9M reactions from patents (1976-2016). The task is: Predict the reactants needed to synthesize the given product. Given the product [ClH:53].[ClH:53].[O:24]1[C:33]2[CH:32]=[C:31]([CH2:34][NH:1][CH:2]3[CH2:3][CH2:4][N:5]([CH2:8][CH2:9][N:10]4[C:19]5[C:14](=[N:15][CH:16]=[C:17]([F:22])[C:18]=5[CH2:20][CH3:21])[CH:13]=[CH:12][C:11]4=[O:23])[CH2:6][CH2:7]3)[N:30]=[CH:29][C:28]=2[O:27][CH2:26][CH2:25]1, predict the reactants needed to synthesize it. The reactants are: [NH2:1][CH:2]1[CH2:7][CH2:6][N:5]([CH2:8][CH2:9][N:10]2[C:19]3[C:14](=[N:15][CH:16]=[C:17]([F:22])[C:18]=3[CH2:20][CH3:21])[CH:13]=[CH:12][C:11]2=[O:23])[CH2:4][CH2:3]1.[O:24]1[C:33]2[CH:32]=[C:31]([CH:34]=O)[N:30]=[CH:29][C:28]=2[O:27][CH2:26][CH2:25]1.CO.[BH-](OC(C)=O)(OC(C)=O)OC(C)=O.[Na+].C(Cl)(Cl)[Cl:53].